Dataset: Reaction yield outcomes from USPTO patents with 853,638 reactions. Task: Predict the reaction yield, written as a fraction of the theoretical maximum amount of product (1.0 means a 100% yield; for example, 0.34 means a 34% yield). (1) The reactants are [CH:1]1([C:4]2[C:5]([NH:24][S:25]([CH3:28])(=[O:27])=[O:26])=[CH:6][C:7]3[O:11][C:10]([C:12]4[CH:17]=[CH:16][C:15]([F:18])=[CH:14][CH:13]=4)=[C:9]([C:19]([NH:21][CH3:22])=[O:20])[C:8]=3[CH:23]=2)[CH2:3][CH2:2]1.[CH2:29]([O:36][C:37]1[CH:42]=[CH:41][C:40](B(O)O)=[CH:39][CH:38]=1)[C:30]1[CH:35]=[CH:34][CH:33]=[CH:32][CH:31]=1.C(N(CC)CC)C. The catalyst is C(Cl)Cl.C([O-])(=O)C.[Cu+2].C([O-])(=O)C. The product is [CH2:29]([O:36][C:37]1[CH:42]=[CH:41][C:40]([N:24]([C:5]2[C:4]([CH:1]3[CH2:3][CH2:2]3)=[CH:23][C:8]3[C:9]([C:19]([NH:21][CH3:22])=[O:20])=[C:10]([C:12]4[CH:17]=[CH:16][C:15]([F:18])=[CH:14][CH:13]=4)[O:11][C:7]=3[CH:6]=2)[S:25]([CH3:28])(=[O:27])=[O:26])=[CH:39][CH:38]=1)[C:30]1[CH:35]=[CH:34][CH:33]=[CH:32][CH:31]=1. The yield is 0.560. (2) The reactants are S([C:5]1[CH:11]=[CH:10][C:8](C)=[CH:7][CH:6]=1)(O)(=O)=O.CNCCCCC=C.[C:20]([N:27]1C=CN=[CH:28]1)([N:22]1[CH:26]=[CH:25][N:24]=[CH:23]1)=[O:21].C(N(CC)CC)C. The catalyst is CN(C=O)C. The product is [CH2:6]([N:27]([CH3:28])[C:20]([N:22]1[CH:26]=[CH:25][N:24]=[CH:23]1)=[O:21])[CH2:7][CH2:8][CH2:10][CH:11]=[CH2:5]. The yield is 0.940.